From a dataset of Full USPTO retrosynthesis dataset with 1.9M reactions from patents (1976-2016). Predict the reactants needed to synthesize the given product. (1) Given the product [CH2:56]([O:55][P:51](/[CH:42]=[CH:1]/[C:3]1[C:4]([O:14][CH2:15][C:16]2[CH:39]=[CH:38][C:19]([O:20][CH2:21][C:22]3[N:23]=[C:24]([C:28]4[CH:37]=[CH:36][CH:35]=[CH:34][C:29]=4[C:30]([O:32][CH3:33])=[O:31])[O:25][C:26]=3[CH3:27])=[C:18]([O:40][CH3:41])[CH:17]=2)=[N:5][N:6]([C:8]2[CH:9]=[CH:10][CH:11]=[CH:12][CH:13]=2)[CH:7]=1)([O:52][CH2:53][CH3:54])=[O:58])[CH3:57], predict the reactants needed to synthesize it. The reactants are: [CH:1]([C:3]1[C:4]([O:14][CH2:15][C:16]2[CH:39]=[CH:38][C:19]([O:20][CH2:21][C:22]3[N:23]=[C:24]([C:28]4[CH:37]=[CH:36][CH:35]=[CH:34][C:29]=4[C:30]([O:32][CH3:33])=[O:31])[O:25][C:26]=3[CH3:27])=[C:18]([O:40][CH3:41])[CH:17]=2)=[N:5][N:6]([C:8]2[CH:13]=[CH:12][CH:11]=[CH:10][CH:9]=2)[CH:7]=1)=O.[CH2:42]([P:51](=[O:58])([O:55][CH2:56][CH3:57])[O:52][CH2:53][CH3:54])P(=O)(OCC)OCC.CN(C)C=O.[H-].[Na+]. (2) Given the product [CH3:21][O:22][C:23]1[CH:24]=[C:25]([CH:46]=[CH:47][CH:48]=1)[O:26][C:27]1[CH:28]=[C:29]2[C:34](=[CH:35][CH:36]=1)[NH:33][C:32](=[S:8])[C@H:31]([NH:38][C:39](=[O:45])[O:40][C:41]([CH3:44])([CH3:43])[CH3:42])[CH2:30]2, predict the reactants needed to synthesize it. The reactants are: C(=O)([O-])[O-].[Na+].[Na+].P12(SP3(SP(SP(S3)(S1)=S)(=S)S2)=S)=[S:8].[CH3:21][O:22][C:23]1[CH:24]=[C:25]([CH:46]=[CH:47][CH:48]=1)[O:26][C:27]1[CH:28]=[C:29]2[C:34](=[CH:35][CH:36]=1)[NH:33][C:32](=O)[C@H:31]([NH:38][C:39](=[O:45])[O:40][C:41]([CH3:44])([CH3:43])[CH3:42])[CH2:30]2. (3) Given the product [ClH:1].[Cl:1][C:2]1[CH:3]=[CH:4][C:5]([CH2:8][CH2:9][C:10]2[CH:15]=[CH:14][N:13]([C:16]3[CH:21]=[CH:20][C:19]4[C:22]5[CH2:23][NH:24][CH2:25][CH2:26][CH2:27][C:28]=5[O:29][C:18]=4[CH:17]=3)[C:12](=[O:30])[N:11]=2)=[N:6][CH:7]=1, predict the reactants needed to synthesize it. The reactants are: [Cl:1][C:2]1[CH:3]=[CH:4][C:5]([CH2:8][CH2:9][C:10]2[CH:15]=[CH:14][N:13]([C:16]3[CH:21]=[CH:20][C:19]4[C:22]5[CH2:23][NH:24][CH2:25][CH2:26][CH2:27][C:28]=5[O:29][C:18]=4[CH:17]=3)[C:12](=[O:30])[N:11]=2)=[N:6][CH:7]=1.Cl.CCOCC. (4) Given the product [F:32][C:29]1[CH:28]=[CH:27][C:26]([C:23]2[CH:24]=[CH:25][C:20]([N:13]([C:14]3[CH:19]=[CH:18][CH:17]=[CH:16][N:15]=3)[CH2:12][CH2:11][CH2:10][CH2:9][CH2:8][CH2:7][C:6]([NH:2][OH:1])=[O:5])=[N:21][CH:22]=2)=[CH:31][CH:30]=1, predict the reactants needed to synthesize it. The reactants are: [OH:1][NH2:2].C([O:5][C:6](=O)[CH2:7][CH2:8][CH2:9][CH2:10][CH2:11][CH2:12][N:13]([C:20]1[CH:25]=[CH:24][C:23]([C:26]2[CH:31]=[CH:30][C:29]([F:32])=[CH:28][CH:27]=2)=[CH:22][N:21]=1)[C:14]1[CH:19]=[CH:18][CH:17]=[CH:16][N:15]=1)C.